From a dataset of Forward reaction prediction with 1.9M reactions from USPTO patents (1976-2016). Predict the product of the given reaction. Given the reactants [F:1][C:2]1[CH:22]=[CH:21][CH:20]=[C:19]([F:23])[C:3]=1[CH2:4][O:5][C:6]1[C:7]2[N:8]([C:12]([C:16](O)=[O:17])=[C:13]([CH3:15])[N:14]=2)[CH:9]=[CH:10][CH:11]=1.F[P-](F)(F)(F)(F)F.CN(C(ON1C2=NC=CC=C2N=N1)=[N+](C)C)C.C(N(CC)C(C)C)(C)C.Cl.[NH2:58][CH:59]([C:65]([F:68])([F:67])[F:66])[CH2:60][C:61]([O:63][CH3:64])=[O:62], predict the reaction product. The product is: [F:23][C:19]1[CH:20]=[CH:21][CH:22]=[C:2]([F:1])[C:3]=1[CH2:4][O:5][C:6]1[C:7]2[N:8]([C:12]([C:16]([NH:58][CH:59]([C:65]([F:66])([F:67])[F:68])[CH2:60][C:61]([O:63][CH3:64])=[O:62])=[O:17])=[C:13]([CH3:15])[N:14]=2)[CH:9]=[CH:10][CH:11]=1.